Dataset: Full USPTO retrosynthesis dataset with 1.9M reactions from patents (1976-2016). Task: Predict the reactants needed to synthesize the given product. (1) Given the product [Cl:1][C:2]1[CH:3]=[C:4]([O:12][C:13]2[CH:21]=[CH:20][C:16]([C:17]([NH:19][S:41]([CH3:40])(=[O:43])=[O:42])=[O:18])=[CH:15][C:14]=2[C:22]2[C:23]([O:28][CH3:29])=[N:24][CH:25]=[CH:26][CH:27]=2)[CH:5]=[N:6][C:7]=1[O:8][CH:9]([CH3:10])[CH3:11], predict the reactants needed to synthesize it. The reactants are: [Cl:1][C:2]1[CH:3]=[C:4]([O:12][C:13]2[CH:21]=[CH:20][C:16]([C:17]([NH2:19])=[O:18])=[CH:15][C:14]=2[C:22]2[C:23]([O:28][CH3:29])=[N:24][CH:25]=[CH:26][CH:27]=2)[CH:5]=[N:6][C:7]=1[O:8][CH:9]([CH3:11])[CH3:10].C[Si]([N-][Si](C)(C)C)(C)C.[Li+].[CH3:40][S:41](Cl)(=[O:43])=[O:42].[Cl-].[NH4+]. (2) Given the product [NH2:24][C:15]1[C:14]2[N:13]=[C:12]([CH2:25][CH2:26][CH2:27][CH3:28])[N:11]([CH2:10][CH2:9][NH:8][S:29]([C:32]3[CH:38]=[CH:37][C:35]([CH3:36])=[CH:34][CH:33]=3)(=[O:31])=[O:30])[C:23]=2[C:22]2[CH:21]=[CH:20][CH:19]=[CH:18][C:17]=2[N:16]=1, predict the reactants needed to synthesize it. The reactants are: C(N(CC)CC)C.[NH2:8][CH2:9][CH2:10][N:11]1[C:23]2[C:22]3[CH:21]=[CH:20][CH:19]=[CH:18][C:17]=3[N:16]=[C:15]([NH2:24])[C:14]=2[N:13]=[C:12]1[CH2:25][CH2:26][CH2:27][CH3:28].[S:29](Cl)([C:32]1[CH:38]=[CH:37][C:35]([CH3:36])=[CH:34][CH:33]=1)(=[O:31])=[O:30].O. (3) Given the product [ClH:1].[NH2:39][C@H:30]([CH2:31][C:32]1[CH:33]=[CH:34][C:35]([OH:38])=[CH:36][CH:37]=1)[C:29]([N:26]1[CH2:25][CH2:24][CH:23]([N:14]2[N:13]=[C:12]([C:6]3[CH:7]=[CH:8][C:9]([O:10][CH3:11])=[C:4]([O:3][CH3:2])[CH:5]=3)[C@@H:21]3[C@@H:16]([CH2:17][CH2:18][CH2:19][CH2:20]3)[C:15]2=[O:22])[CH2:28][CH2:27]1)=[O:47], predict the reactants needed to synthesize it. The reactants are: [ClH:1].[CH3:2][O:3][C:4]1[CH:5]=[C:6]([C:12]2[C@@H:21]3[C@@H:16]([CH2:17][CH2:18][CH2:19][CH2:20]3)[C:15](=[O:22])[N:14]([CH:23]3[CH2:28][CH2:27][N:26]([C:29](=[O:47])[C@H:30]([NH:39]C(=O)OC(C)(C)C)[CH2:31][C:32]4[CH:37]=[CH:36][C:35]([OH:38])=[CH:34][CH:33]=4)[CH2:25][CH2:24]3)[N:13]=2)[CH:7]=[CH:8][C:9]=1[O:10][CH3:11]. (4) Given the product [NH2:1][C:4]1[CH:9]=[CH:8][C:7]([C@@H:10]2[CH2:12][C@H:11]2[NH:13][C:14](=[O:20])[O:15][C:16]([CH3:18])([CH3:17])[CH3:19])=[CH:6][CH:5]=1, predict the reactants needed to synthesize it. The reactants are: [N+:1]([C:4]1[CH:9]=[CH:8][C:7]([C@@H:10]2[CH2:12][C@H:11]2[NH:13][C:14](=[O:20])[O:15][C:16]([CH3:19])([CH3:18])[CH3:17])=[CH:6][CH:5]=1)([O-])=O.C(O)C. (5) Given the product [Br:1][C:2]1[CH:11]=[CH:10][CH:9]=[C:8]2[C:3]=1[CH2:4][CH2:5][N:6]([C:24]([C:22]1[N:21]=[N:20][N:19]([C:15]3[CH:16]=[CH:17][CH:18]=[C:13]([Cl:12])[C:14]=3[F:27])[CH:23]=1)=[O:26])[CH:7]2[C:29]([NH:28][C:30]1[CH:42]=[CH:41][C:33]([C:34]([O:36][C:37]([CH3:39])([CH3:38])[CH3:40])=[O:35])=[CH:32][CH:31]=1)=[O:44], predict the reactants needed to synthesize it. The reactants are: [Br:1][C:2]1[CH:11]=[CH:10][CH:9]=[C:8]2[C:3]=1[CH2:4][CH:5]=[N:6][CH2:7]2.[Cl:12][C:13]1[C:14]([F:27])=[C:15]([N:19]2[CH:23]=[C:22]([C:24]([OH:26])=O)[N:21]=[N:20]2)[CH:16]=[CH:17][CH:18]=1.[N+:28]([C:30]1[CH:42]=[CH:41][C:33]([C:34]([O:36][C:37]([CH3:40])([CH3:39])[CH3:38])=[O:35])=[CH:32][CH:31]=1)#[C-:29].C[OH:44]. (6) Given the product [O:16]1[CH:17]=[CH:18][CH:19]=[C:15]1[C:11]1[O:12][C:13]([CH3:14])=[C:9]([CH2:8][O:7][C:6]2[CH:20]=[CH:21][C:3]([CH2:2][O:22][C:23]3[CH:28]=[CH:27][CH:26]=[CH:25][C:24]=3[CH2:29][C:30]([OH:32])=[O:31])=[CH:4][CH:5]=2)[N:10]=1, predict the reactants needed to synthesize it. The reactants are: Cl[CH2:2][C:3]1[CH:21]=[CH:20][C:6]([O:7][CH2:8][C:9]2[N:10]=[C:11]([C:15]3[O:16][CH:17]=[CH:18][CH:19]=3)[O:12][C:13]=2[CH3:14])=[CH:5][CH:4]=1.[OH:22][C:23]1[CH:28]=[CH:27][CH:26]=[CH:25][C:24]=1[CH2:29][C:30]([O:32]C)=[O:31].C(=O)([O-])[O-].[K+].[K+].Cl. (7) Given the product [N:1]1[CH:6]=[CH:5][N:4]=[CH:3][C:2]=1/[CH:7]=[CH:8]/[C:9]1[C:17]2[C:12](=[CH:13][C:14]([CH:18]=[C:19]3[C:27]4[C:22](=[CH:23][CH:24]=[CH:25][CH:26]=4)[NH:21][C:20]3=[O:28])=[CH:15][CH:16]=2)[NH:11][N:10]=1, predict the reactants needed to synthesize it. The reactants are: [N:1]1[CH:6]=[CH:5][N:4]=[CH:3][C:2]=1/[CH:7]=[CH:8]/[C:9]1[C:17]2[C:12](=[CH:13][C:14](/[CH:18]=[C:19]3/[C:20](=[O:28])[NH:21][C:22]4[C:27]/3=[CH:26][CH:25]=[CH:24][CH:23]=4)=[CH:15][CH:16]=2)[N:11](COCC[Si](C)(C)C)[N:10]=1.[F-].C([N+](CCCC)(CCCC)CCCC)CCC.